The task is: Predict which catalyst facilitates the given reaction.. This data is from Catalyst prediction with 721,799 reactions and 888 catalyst types from USPTO. (1) Reactant: [BH4-].[Na+].[N:3]1[CH:8]=[CH:7][CH:6]=[CH:5][C:4]=1/[CH:9]=[CH:10]/[C:11]([C:13]1[CH:18]=[CH:17][C:16]([NH:19][C:20]([C:22]2[C:23]([C:28]3[CH:33]=[CH:32][C:31]([C:34]([F:37])([F:36])[F:35])=[CH:30][CH:29]=3)=[CH:24][CH:25]=[CH:26][CH:27]=2)=[O:21])=[CH:15][CH:14]=1)=[O:12]. Product: [OH:12][CH:11]([C:13]1[CH:14]=[CH:15][C:16]([NH:19][C:20]([C:22]2[C:23]([C:28]3[CH:29]=[CH:30][C:31]([C:34]([F:37])([F:35])[F:36])=[CH:32][CH:33]=3)=[CH:24][CH:25]=[CH:26][CH:27]=2)=[O:21])=[CH:17][CH:18]=1)/[CH:10]=[CH:9]/[C:4]1[CH:5]=[CH:6][CH:7]=[CH:8][N:3]=1. The catalyst class is: 111. (2) Reactant: Cl[C:2]1[C:11]2[C:6](=[C:7]([Br:12])[CH:8]=[CH:9][CH:10]=2)[CH:5]=[CH:4][N:3]=1.[C:13]([C:15]1[CH:20]=[CH:19][C:18](B2OC(C)(C)C(C)(C)O2)=[CH:17][C:16]=1[NH:30][CH:31]1[CH2:36][CH2:35][CH:34]([OH:37])[CH2:33][CH2:32]1)#[N:14].C(=O)([O-])[O-].[Na+].[Na+]. Product: [Br:12][C:7]1[CH:8]=[CH:9][CH:10]=[C:11]2[C:6]=1[CH:5]=[CH:4][N:3]=[C:2]2[C:18]1[CH:19]=[CH:20][C:15]([C:13]#[N:14])=[C:16]([NH:30][CH:31]2[CH2:36][CH2:35][CH:34]([OH:37])[CH2:33][CH2:32]2)[CH:17]=1. The catalyst class is: 104. (3) The catalyst class is: 7. Product: [CH2:1]([O:3][C:4]1[C:8]([CH2:9][CH2:10][CH2:11][O:12][C:28]2[CH:27]=[C:26]([CH2:30][CH2:31][C:32]([OH:34])=[O:33])[CH:25]=[CH:24][CH:29]=2)=[CH:7][N:6]([C:13]2[CH:18]=[CH:17][C:16]([C:19]([F:21])([F:20])[F:22])=[CH:15][N:14]=2)[N:5]=1)[CH3:2]. Reactant: [CH2:1]([O:3][C:4]1[C:8]([CH2:9][CH2:10][CH2:11][OH:12])=[CH:7][N:6]([C:13]2[CH:18]=[CH:17][C:16]([C:19]([F:22])([F:21])[F:20])=[CH:15][N:14]=2)[N:5]=1)[CH3:2].O[C:24]1[CH:25]=[C:26]([CH2:30][CH2:31][C:32]([O:34]C)=[O:33])[CH:27]=[CH:28][CH:29]=1.C(P(CCCC)CCCC)CCC.N(C(N1CCCCC1)=O)=NC(N1CCCCC1)=O.